The task is: Predict the reactants needed to synthesize the given product.. This data is from Full USPTO retrosynthesis dataset with 1.9M reactions from patents (1976-2016). (1) The reactants are: [NH:1]1[CH2:6][CH2:5][CH:4]([CH2:7][CH2:8][C:9]([N:11]2[CH2:16][CH2:15][CH2:14][C@@H:13]([C:17]([NH:19][CH2:20][C@H:21]([NH:25][C:26](=[O:41])[C:27]3[CH:32]=[CH:31][C:30]([O:33]CC4C=CC=CC=4)=[CH:29][CH:28]=3)[C:22]([OH:24])=[O:23])=[O:18])[CH2:12]2)=[O:10])[CH2:3][CH2:2]1.[H][H]. Given the product [NH:1]1[CH2:6][CH2:5][CH:4]([CH2:7][CH2:8][C:9]([N:11]2[CH2:16][CH2:15][CH2:14][C@@H:13]([C:17]([NH:19][CH2:20][C@H:21]([NH:25][C:26](=[O:41])[C:27]3[CH:28]=[CH:29][C:30]([OH:33])=[CH:31][CH:32]=3)[C:22]([OH:24])=[O:23])=[O:18])[CH2:12]2)=[O:10])[CH2:3][CH2:2]1, predict the reactants needed to synthesize it. (2) Given the product [CH:50]1([CH2:56][O:57][C:2]2[N:7]=[N:6][C:5]([C:8]3[CH:9]=[CH:10][C:11]([CH2:12][C:13]4[N:14]([C:26]5[CH:27]=[C:28]([N:32]6[S:36](=[O:38])(=[O:37])[N:35]([CH2:39][O:40][CH2:41][CH2:42][Si:43]([CH3:44])([CH3:46])[CH3:45])[C:34](=[O:47])[CH2:33]6)[CH:29]=[CH:30][CH:31]=5)[CH:15]=[C:16]([C:18]5[CH:23]=[CH:22][C:21]([Cl:24])=[CH:20][C:19]=5[Cl:25])[N:17]=4)=[CH:48][CH:49]=3)=[CH:4][CH:3]=2)[CH2:55][CH2:54][CH2:53][CH2:52][CH2:51]1, predict the reactants needed to synthesize it. The reactants are: Cl[C:2]1[N:7]=[N:6][C:5]([C:8]2[CH:49]=[CH:48][C:11]([CH2:12][C:13]3[N:14]([C:26]4[CH:27]=[C:28]([N:32]5[S:36](=[O:38])(=[O:37])[N:35]([CH2:39][O:40][CH2:41][CH2:42][Si:43]([CH3:46])([CH3:45])[CH3:44])[C:34](=[O:47])[CH2:33]5)[CH:29]=[CH:30][CH:31]=4)[CH:15]=[C:16]([C:18]4[CH:23]=[CH:22][C:21]([Cl:24])=[CH:20][C:19]=4[Cl:25])[N:17]=3)=[CH:10][CH:9]=2)=[CH:4][CH:3]=1.[CH:50]1([CH2:56][OH:57])[CH2:55][CH2:54][CH2:53][CH2:52][CH2:51]1. (3) Given the product [Br:1][C:2]1[C:7]2=[N:8][C:9]([C:12]([N:15]3[CH2:20][CH2:19][O:18][CH2:17][CH2:16]3)=[O:14])=[CH:10][N:11]=[C:6]2[CH:5]=[N:4][CH:3]=1, predict the reactants needed to synthesize it. The reactants are: [Br:1][C:2]1[C:7]2=[N:8][C:9]([C:12]([OH:14])=O)=[CH:10][N:11]=[C:6]2[CH:5]=[N:4][CH:3]=1.[NH:15]1[CH2:20][CH2:19][O:18][CH2:17][CH2:16]1.C(N(CC)CC)C.F[P-](F)(F)(F)(F)F.N1(OC(N(C)C)=[N+](C)C)C2N=CC=CC=2N=N1. (4) The reactants are: [CH3:1][C:2]([CH3:28])([CH3:27])[C:3]([O:5][C:6]1[CH:11]=[CH:10][C:9]([C:12](=O)[C:13]2[CH:18]=[CH:17][C:16]([O:19][C:20](=[O:25])[C:21]([CH3:24])([CH3:23])[CH3:22])=[CH:15][CH:14]=2)=[CH:8][CH:7]=1)=[O:4].[OH:29][C:30]1[CH:31]=[C:32]([C:36](=O)[CH2:37][CH2:38][CH3:39])[CH:33]=[CH:34][CH:35]=1. Given the product [CH3:1][C:2]([CH3:28])([CH3:27])[C:3]([O:5][C:6]1[CH:11]=[CH:10][C:9]([C:12]([C:13]2[CH:18]=[CH:17][C:16]([O:19][C:20](=[O:25])[C:21]([CH3:24])([CH3:23])[CH3:22])=[CH:15][CH:14]=2)=[C:36]([C:32]2[CH:33]=[CH:34][CH:35]=[C:30]([OH:29])[CH:31]=2)[CH2:37][CH2:38][CH3:39])=[CH:8][CH:7]=1)=[O:4], predict the reactants needed to synthesize it. (5) Given the product [OH:1][C:2]1[C:3]([N+:11]([O-:13])=[O:12])=[CH:4][C:5]([CH3:10])=[C:6]([CH:9]=1)[C:7]#[N:8], predict the reactants needed to synthesize it. The reactants are: [OH:1][C:2]1[CH:3]=[CH:4][C:5]([CH3:10])=[C:6]([CH:9]=1)[C:7]#[N:8].[N+:11]([O-])([OH:13])=[O:12].O. (6) Given the product [C:21]([O:20][C:11]1[CH:12]=[C:13]([C:14]([O:16][CH2:17][CH3:18])=[O:15])[CH:9]=[C:5]2[C:6]=1[CH:7]=[CH:8][N:4]2[CH:1]1[CH2:2][CH2:3]1)(=[O:26])[CH3:22], predict the reactants needed to synthesize it. The reactants are: [CH:1]1([N:4]2[CH:8]=[CH:7][CH:6]=[C:5]2[CH:9]=O)[CH2:3][CH2:2]1.[C:11]([O:20][CH2:21][CH3:22])(=O)[CH2:12][CH2:13][C:14]([O:16][CH2:17][CH3:18])=[O:15].Cl.CC([O-])=[O:26].[K+]. (7) The reactants are: [NH3:1].CO[C:4]([C@@H:6]1[O:10][C:9](=[O:11])[N:8]([C:12]2[CH:13]=[C:14]3[C:18](=[CH:19][CH:20]=2)[N:17]([CH:21]2[CH2:24][CH2:23][CH2:22]2)[C:16](=[O:25])[CH2:15]3)[CH2:7]1)=[O:5]. Given the product [CH:21]1([N:17]2[C:18]3[C:14](=[CH:13][C:12]([N:8]4[CH2:7][C@H:6]([C:4]([NH2:1])=[O:5])[O:10][C:9]4=[O:11])=[CH:20][CH:19]=3)[CH2:15][C:16]2=[O:25])[CH2:24][CH2:23][CH2:22]1, predict the reactants needed to synthesize it.